From a dataset of Reaction yield outcomes from USPTO patents with 853,638 reactions. Predict the reaction yield, written as a fraction of the theoretical maximum amount of product (1.0 means a 100% yield; for example, 0.34 means a 34% yield). (1) The reactants are NC1C=CC([NH:8][C:9](=[O:18])[C:10]2[CH:15]=[CH:14][CH:13]=[C:12]([F:16])[C:11]=2[F:17])=CC=1.[F:19][C:20]([F:31])([F:30])[C:21]1O[C:23]([C:26]([F:29])([F:28])[F:27])=[N:24][N:25]=1.[CH3:32][C:33](O)=O.C[N:37]1[C:41](=O)[CH2:40][CH2:39][CH2:38]1. No catalyst specified. The product is [F:19][C:20]([F:31])([F:30])[C:21]1[N:37]([C:41]2[CH:40]=[CH:39][CH:38]=[CH:33][C:32]=2[C:13]2[CH:14]=[CH:15][C:10]([C:9]([NH2:8])=[O:18])=[C:11]([F:17])[C:12]=2[F:16])[C:23]([C:26]([F:29])([F:28])[F:27])=[N:24][N:25]=1. The yield is 0.840. (2) The reactants are [Li+].[OH-].C[O:4][C:5](=[O:35])[CH2:6][O:7][C:8]1[CH:9]=[C:10]2[C:14](=[CH:15][CH:16]=1)[N:13]([CH2:17][CH2:18][C:19]1[S:23][C:22]([C:24]3[CH:29]=[CH:28][C:27]([C:30]([F:33])([F:32])[F:31])=[CH:26][CH:25]=3)=[N:21][C:20]=1[CH3:34])[CH2:12][CH2:11]2. The catalyst is C1COCC1.CO. The product is [CH3:34][C:20]1[N:21]=[C:22]([C:24]2[CH:25]=[CH:26][C:27]([C:30]([F:33])([F:31])[F:32])=[CH:28][CH:29]=2)[S:23][C:19]=1[CH2:18][CH2:17][N:13]1[C:14]2[C:10](=[CH:9][C:8]([O:7][CH2:6][C:5]([OH:35])=[O:4])=[CH:16][CH:15]=2)[CH2:11][CH2:12]1. The yield is 0.210.